From a dataset of Reaction yield outcomes from USPTO patents with 853,638 reactions. Predict the reaction yield, written as a fraction of the theoretical maximum amount of product (1.0 means a 100% yield; for example, 0.34 means a 34% yield). (1) The reactants are [N:1]1([CH2:7][CH2:8][O:9][C:10]2[CH:15]=[CH:14][C:13]([NH2:16])=[CH:12][CH:11]=2)[CH2:6][CH2:5][CH2:4][CH2:3][CH2:2]1.[F:17][C:18]1[CH:26]=[C:25]2[C:21]([C:22](=[CH:28]O)[C:23](=[O:27])[NH:24]2)=[CH:20][CH:19]=1. No catalyst specified. The product is [F:17][C:18]1[CH:26]=[C:25]2[C:21]([C:22](=[CH:28][NH:16][C:13]3[CH:12]=[CH:11][C:10]([O:9][CH2:8][CH2:7][N:1]4[CH2:2][CH2:3][CH2:4][CH2:5][CH2:6]4)=[CH:15][CH:14]=3)[C:23](=[O:27])[NH:24]2)=[CH:20][CH:19]=1. The yield is 0.700. (2) The catalyst is CN(C=O)C. The yield is 0.920. The product is [Br:1][C:2]1[CH:27]=[C:26]([CH3:28])[C:5]([O:6][C:7]2[C:12]([N+:13]([O-:15])=[O:14])=[C:11](/[CH:16]=[CH:35]/[N:36]([CH3:38])[CH3:37])[N:10]=[C:9]([NH:17][C:18]3[CH:25]=[CH:24][C:21]([C:22]#[N:23])=[CH:20][CH:19]=3)[N:8]=2)=[C:4]([CH3:29])[CH:3]=1. The reactants are [Br:1][C:2]1[CH:27]=[C:26]([CH3:28])[C:5]([O:6][C:7]2[C:12]([N+:13]([O-:15])=[O:14])=[C:11]([CH3:16])[N:10]=[C:9]([NH:17][C:18]3[CH:25]=[CH:24][C:21]([C:22]#[N:23])=[CH:20][CH:19]=3)[N:8]=2)=[C:4]([CH3:29])[CH:3]=1.C(O[CH:35](N(C)C)[N:36]([CH3:38])[CH3:37])(C)(C)C.